This data is from Forward reaction prediction with 1.9M reactions from USPTO patents (1976-2016). The task is: Predict the product of the given reaction. The product is: [Cl:15][C:4]1[CH:3]=[C:2]([B:19]2[O:20][C:21]([CH3:23])([CH3:22])[C:17]([CH3:33])([CH3:16])[O:18]2)[CH:14]=[CH:13][C:5]=1[CH2:6][N:7]1[CH2:12][CH2:11][O:10][CH2:9][CH2:8]1. Given the reactants Br[C:2]1[CH:14]=[CH:13][C:5]([CH2:6][N:7]2[CH2:12][CH2:11][O:10][CH2:9][CH2:8]2)=[C:4]([Cl:15])[CH:3]=1.[CH3:16][C:17]1([CH3:33])[C:21]([CH3:23])([CH3:22])[O:20][B:19]([B:19]2[O:20][C:21]([CH3:23])([CH3:22])[C:17]([CH3:33])([CH3:16])[O:18]2)[O:18]1.C([O-])(=O)C.[K+], predict the reaction product.